This data is from Forward reaction prediction with 1.9M reactions from USPTO patents (1976-2016). The task is: Predict the product of the given reaction. (1) The product is: [CH3:2][N:3]([CH3:10])[CH2:4]/[CH:5]=[CH:6]/[C:7]([NH:34][C:33]1[CH:35]=[CH:36][CH:37]=[C:38]([B:39]2[O:43][C:42]([CH3:44])([CH3:45])[C:41]([CH3:47])([CH3:46])[O:40]2)[C:32]=1[CH3:31])=[O:8]. Given the reactants Cl.[CH3:2][N:3]([CH3:10])[CH2:4]/[CH:5]=[CH:6]/[C:7](O)=[O:8].CN(C=O)C.C(Cl)(=O)C(Cl)=O.CCN(C(C)C)C(C)C.[CH3:31][C:32]1[C:38]([B:39]2[O:43][C:42]([CH3:45])([CH3:44])[C:41]([CH3:47])([CH3:46])[O:40]2)=[CH:37][CH:36]=[CH:35][C:33]=1[NH2:34], predict the reaction product. (2) Given the reactants [CH3:1][O:2][C:3](=[O:66])[C@@H:4]([NH:20][C:21]([CH:23]1[CH2:32][C:31]2[CH:30]=[C:29]3[O:33][CH2:34][C@H:35]([C:37]4[CH:42]=[CH:41][C:40]([O:43][CH2:44][C:45]5[CH:50]=[CH:49][C:48]([Cl:51])=[C:47]([Cl:52])[CH:46]=5)=[CH:39][CH:38]=4)[O:36][C:28]3=[CH:27][C:26]=2[CH2:25][N:24]1[S:53]([C:56]1[S:60][C:59]([NH:61]C(=O)C)=[N:58][C:57]=1[CH3:65])(=[O:55])=[O:54])=[O:22])[CH2:5][C:6]1[CH:11]=[CH:10][C:9]([C:12]2[CH:17]=[CH:16][C:15]([C:18]#[N:19])=[CH:14][CH:13]=2)=[CH:8][CH:7]=1.Cl, predict the reaction product. The product is: [CH3:1][O:2][C:3](=[O:66])[C@@H:4]([NH:20][C:21]([CH:23]1[CH2:32][C:31]2[CH:30]=[C:29]3[O:33][CH2:34][C@H:35]([C:37]4[CH:38]=[CH:39][C:40]([O:43][CH2:44][C:45]5[CH:50]=[CH:49][C:48]([Cl:51])=[C:47]([Cl:52])[CH:46]=5)=[CH:41][CH:42]=4)[O:36][C:28]3=[CH:27][C:26]=2[CH2:25][N:24]1[S:53]([C:56]1[S:60][C:59]([NH2:61])=[N:58][C:57]=1[CH3:65])(=[O:55])=[O:54])=[O:22])[CH2:5][C:6]1[CH:7]=[CH:8][C:9]([C:12]2[CH:17]=[CH:16][C:15]([C:18]#[N:19])=[CH:14][CH:13]=2)=[CH:10][CH:11]=1. (3) The product is: [Cl:1][C:2]1[C:3]([F:25])=[C:4]([C:17]2[N:18]=[CH:19][N:20]=[C:21]([OH:23])[CH:22]=2)[C:5]([N:8]2[CH:12]=[C:11]([C:13]([F:16])([F:14])[F:15])[N:10]=[N:9]2)=[CH:6][CH:7]=1. Given the reactants [Cl:1][C:2]1[C:3]([F:25])=[C:4]([C:17]2[CH:22]=[C:21]([O:23]C)[N:20]=[CH:19][N:18]=2)[C:5]([N:8]2[CH:12]=[C:11]([C:13]([F:16])([F:15])[F:14])[N:10]=[N:9]2)=[CH:6][CH:7]=1.Br, predict the reaction product. (4) Given the reactants [NH2:1][C:2]1[N:11]=[C:10]([C:12]([N:14]2[CH2:22][C:21]3[C:16](=[CH:17][CH:18]=[CH:19][CH:20]=3)[CH2:15]2)=[O:13])[C:9]2[C:4](=[CH:5][CH:6]=[C:7]([C:23]3[CH:30]=[CH:29][CH:28]=[CH:27][C:24]=3[CH:25]=O)[CH:8]=2)[N:3]=1.[NH:31]1[CH2:36][CH2:35][CH:34]([OH:37])[CH2:33][CH2:32]1.C(O)(=O)C.C(O[BH-](OC(=O)C)OC(=O)C)(=O)C.[Na+], predict the reaction product. The product is: [NH2:1][C:2]1[N:11]=[C:10]([C:12]([N:14]2[CH2:22][C:21]3[C:16](=[CH:17][CH:18]=[CH:19][CH:20]=3)[CH2:15]2)=[O:13])[C:9]2[C:4](=[CH:5][CH:6]=[C:7]([C:23]3[CH:30]=[CH:29][CH:28]=[CH:27][C:24]=3[CH2:25][N:31]3[CH2:36][CH2:35][CH:34]([OH:37])[CH2:33][CH2:32]3)[CH:8]=2)[N:3]=1. (5) Given the reactants [Cl:1][C:2]1[CH:7]=[CH:6][C:5]([O:8]C)=[CH:4][C:3]=1[CH2:10][S:11][C:12]1[N:17]=[C:16]([OH:18])[CH:15]=[C:14]([CH3:19])[N:13]=1.B(Br)(Br)Br, predict the reaction product. The product is: [Cl:1][C:2]1[CH:7]=[CH:6][C:5]([OH:8])=[CH:4][C:3]=1[CH2:10][S:11][C:12]1[N:17]=[C:16]([OH:18])[CH:15]=[C:14]([CH3:19])[N:13]=1. (6) Given the reactants [F:1][CH:2]([F:24])[O:3][CH2:4][C@@H:5]([O:7][C:8]1[CH:9]=[C:10]([CH:20]=[C:21]([OH:23])[CH:22]=1)[C:11]([NH:13][C:14]1[CH:18]=[CH:17][N:16]([CH3:19])[N:15]=1)=[O:12])[CH3:6].Cl[C:26]1[N:27]=[CH:28][C:29]([C:32]([N:34]([CH3:36])[CH3:35])=[O:33])=[N:30][CH:31]=1.C(=O)([O-])[O-].[K+].[K+].C(OCC)(=O)C, predict the reaction product. The product is: [F:24][CH:2]([F:1])[O:3][CH2:4][C@@H:5]([O:7][C:8]1[CH:22]=[C:21]([CH:20]=[C:10]([C:11](=[O:12])[NH:13][C:14]2[CH:18]=[CH:17][N:16]([CH3:19])[N:15]=2)[CH:9]=1)[O:23][C:26]1[N:27]=[CH:28][C:29]([C:32]([N:34]([CH3:36])[CH3:35])=[O:33])=[N:30][CH:31]=1)[CH3:6]. (7) The product is: [CH3:1][O:2][C:3]1[CH:12]=[CH:11][C:6]2[N:7]([CH2:16][C:17]([O:19][CH2:20][CH3:21])=[O:18])[C:8](=[O:10])[O:9][C:5]=2[CH:4]=1. Given the reactants [CH3:1][O:2][C:3]1[CH:12]=[CH:11][C:6]2[NH:7][C:8](=[O:10])[O:9][C:5]=2[CH:4]=1.[H-].[Na+].Br[CH2:16][C:17]([O:19][CH2:20][CH3:21])=[O:18].FC(F)(F)C(O)=O, predict the reaction product. (8) Given the reactants [CH3:1][N:2]1[CH:6]=[CH:5][C:4]([NH2:7])=[N:3]1.[CH3:8][C:9](=O)[CH2:10][CH2:11][C:12](=O)[CH3:13].C1(C)C=CC(S(O)(=O)=O)=CC=1.O, predict the reaction product. The product is: [CH3:13][C:12]1[N:7]([C:4]2[CH:5]=[CH:6][N:2]([CH3:1])[N:3]=2)[C:9]([CH3:8])=[CH:10][CH:11]=1. (9) Given the reactants [O:1]1[CH2:4][CH:3]([OH:5])[CH2:2]1.C(=O)([O-])[O-].[Cs+].[Cs+].[Br:12][C:13]1[CH:14]=[CH:15][C:16]2[N:20]=[C:19](C(Cl)(Cl)Cl)[N:18]([C:25]3[CH:30]=[CH:29][N:28]=[C:27]([NH2:31])[N:26]=3)[C:17]=2[CH:32]=1.O, predict the reaction product. The product is: [Br:12][C:13]1[CH:14]=[CH:15][C:16]2[N:20]=[C:19]([O:5][CH:3]3[CH2:4][O:1][CH2:2]3)[N:18]([C:25]3[CH:30]=[CH:29][N:28]=[C:27]([NH2:31])[N:26]=3)[C:17]=2[CH:32]=1.